Dataset: Reaction yield outcomes from USPTO patents with 853,638 reactions. Task: Predict the reaction yield, written as a fraction of the theoretical maximum amount of product (1.0 means a 100% yield; for example, 0.34 means a 34% yield). (1) The yield is 0.820. The product is [Br:11][C:12]1[C:13]([F:22])=[C:14]2[C:20]([NH:21][C:8](=[O:9])[C:3]3[CH:4]=[CH:5][CH:6]=[CH:7][N:2]=3)=[CH:19][NH:18][C:15]2=[N:16][CH:17]=1. The reactants are Cl.[N:2]1[CH:7]=[CH:6][CH:5]=[CH:4][C:3]=1[C:8](Cl)=[O:9].[Br:11][C:12]1[C:13]([F:22])=[C:14]2[C:20]([NH2:21])=[CH:19][NH:18][C:15]2=[N:16][CH:17]=1.[Li+].[OH-]. The catalyst is N1C=CC=CC=1.C1COCC1. (2) The reactants are [CH2:1]([CH:3]1[CH2:7][CH:6]([C:8](OC)=[O:9])[CH2:5][CH:4]1[C:12]([OH:14])=[O:13])[CH3:2].[Li+].[BH4-].O. The catalyst is C1COCC1. The product is [CH2:1]([CH:3]1[CH2:7][CH:6]([CH2:8][OH:9])[CH2:5][CH:4]1[C:12]([OH:14])=[O:13])[CH3:2]. The yield is 1.00. (3) The reactants are [H-].[Na+].[CH2:3]([NH:11][S:12]([C:15]1[C:24]2[C:19](=[CH:20][CH:21]=[CH:22][CH:23]=2)[CH:18]=[CH:17][CH:16]=1)(=[O:14])=[O:13])[CH2:4][C:5]1[CH:10]=[CH:9][CH:8]=[CH:7][CH:6]=1.Br[CH2:26][CH2:27][C:28]1[C:36]2[C:31](=[CH:32][CH:33]=[CH:34][CH:35]=2)[NH:30][CH:29]=1. The catalyst is CN(C=O)C. The product is [NH:30]1[C:31]2[C:36](=[CH:35][CH:34]=[CH:33][CH:32]=2)[C:28]([CH2:27][CH2:26][N:11]([CH2:3][CH2:4][C:5]2[CH:10]=[CH:9][CH:8]=[CH:7][CH:6]=2)[S:12]([C:15]2[C:24]3[C:19](=[CH:20][CH:21]=[CH:22][CH:23]=3)[CH:18]=[CH:17][CH:16]=2)(=[O:14])=[O:13])=[CH:29]1. The yield is 0.840. (4) The reactants are [F:1][C:2]([C:5]1([C:8]([OH:10])=O)[CH2:7][CH2:6]1)([F:4])[F:3].Cl.[CH3:12][O:13][NH:14][CH3:15].C1CCC(N=C=NC2CCCCC2)CC1. The catalyst is C(Cl)Cl. The product is [CH3:12][O:13][N:14]([CH3:15])[C:8]([C:5]1([C:2]([F:4])([F:3])[F:1])[CH2:7][CH2:6]1)=[O:10]. The yield is 0.710. (5) The reactants are [CH3:1][O:2][C:3]1[CH:10]=[C:9]([O:11][CH3:12])[C:8]([C:13]2[S:14][CH:15]=[CH:16][N:17]=2)=[CH:7][C:4]=1[CH:5]=O.[C:18]([C:21]1[CH:29]=[CH:28][C:24]([C:25]([OH:27])=[O:26])=[CH:23][CH:22]=1)(=[O:20])[CH3:19]. No catalyst specified. The product is [CH3:1][O:2][C:3]1[CH:10]=[C:9]([O:11][CH3:12])[C:8]([C:13]2[S:14][CH:15]=[CH:16][N:17]=2)=[CH:7][C:4]=1/[CH:5]=[CH:19]/[C:18]([C:21]1[CH:29]=[CH:28][C:24]([C:25]([OH:27])=[O:26])=[CH:23][CH:22]=1)=[O:20]. The yield is 0.650. (6) The reactants are [CH2:1]([N:3]([CH2:6][C:7]1[CH:15]=[CH:14][C:10]([C:11]([OH:13])=O)=[CH:9][CH:8]=1)[CH2:4][CH3:5])[CH3:2].Cl.[CH2:17]([O:19][CH2:20][C@H:21]1[CH2:26][CH2:25][CH2:24][N:23]([CH2:27][C@H:28]2[CH2:33][CH2:32][CH2:31][CH2:30][C@@H:29]2[NH2:34])[CH2:22]1)[CH3:18].C(N(C(C)C)CC)(C)C.CN(C(ON1N=NC2C=CC=NC1=2)=[N+](C)C)C.F[P-](F)(F)(F)(F)F. The catalyst is CN(C=O)C. The product is [CH2:4]([N:3]([CH2:6][C:7]1[CH:8]=[CH:9][C:10]([C:11]([NH:34][C@H:29]2[CH2:30][CH2:31][CH2:32][CH2:33][C@@H:28]2[CH2:27][N:23]2[CH2:24][CH2:25][CH2:26][C@H:21]([CH2:20][O:19][CH2:17][CH3:18])[CH2:22]2)=[O:13])=[CH:14][CH:15]=1)[CH2:1][CH3:2])[CH3:5]. The yield is 0.360. (7) The reactants are [OH:1][C:2]1[CH:11]=[C:10]2[C:5]([C:6]([CH2:23][C:24]3[CH:29]=[CH:28][C:27]([O:30][CH2:31][CH2:32][N:33]4[CH2:37][CH2:36][CH2:35][CH2:34]4)=[CH:26][CH:25]=3)=[C:7]([C:13]3[CH:18]=[CH:17][C:16]([C:19]([F:22])([F:21])[F:20])=[CH:15][CH:14]=3)[C:8](=[O:12])[O:9]2)=[CH:4][CH:3]=1.[CH2:38](O)[CH:39]=[CH2:40].C1(P(C2C=CC=CC=2)C2C=CC=CC=2)C=CC=CC=1.CC(OC(/N=N/C(OC(C)C)=O)=O)C. The catalyst is O1CCCC1.C(Cl)Cl. The product is [CH2:40]([O:1][C:2]1[CH:11]=[C:10]2[C:5]([C:6]([CH2:23][C:24]3[CH:29]=[CH:28][C:27]([O:30][CH2:31][CH2:32][N:33]4[CH2:34][CH2:35][CH2:36][CH2:37]4)=[CH:26][CH:25]=3)=[C:7]([C:13]3[CH:18]=[CH:17][C:16]([C:19]([F:20])([F:21])[F:22])=[CH:15][CH:14]=3)[C:8](=[O:12])[O:9]2)=[CH:4][CH:3]=1)[CH:39]=[CH2:38]. The yield is 0.400. (8) The reactants are [CH3:1][S:2][CH2:3][CH2:4][CH2:5][OH:6].C(N(CC)CC)C.CN(C)CCCCCCN(C)C.[C:26]1([CH3:36])[CH:31]=[CH:30][C:29]([S:32](Cl)(=[O:34])=[O:33])=[CH:28][CH:27]=1. The catalyst is C1(C)C=CC=CC=1.O. The product is [CH3:36][C:26]1[CH:31]=[CH:30][C:29]([S:32]([O:6][CH2:5][CH2:4][CH2:3][S:2][CH3:1])(=[O:34])=[O:33])=[CH:28][CH:27]=1. The yield is 0.940.